Dataset: Full USPTO retrosynthesis dataset with 1.9M reactions from patents (1976-2016). Task: Predict the reactants needed to synthesize the given product. (1) Given the product [CH3:1][N:2]([CH2:4][C:5]1[C:13]2[O:12][N:11]=[C:10]([CH2:14][CH2:15][CH:16]3[CH2:21][CH2:20][N:19]([CH2:34][C:32]4[CH:31]=[CH:30][CH:29]=[C:28]([Cl:27])[N:33]=4)[CH2:18][CH2:17]3)[C:9]=2[CH:8]=[CH:7][C:6]=1[O:22][CH2:23][CH:24]1[CH2:25][CH2:26]1)[CH3:3], predict the reactants needed to synthesize it. The reactants are: [CH3:1][N:2]([CH2:4][C:5]1[C:13]2[O:12][N:11]=[C:10]([CH2:14][CH2:15][CH:16]3[CH2:21][CH2:20][NH:19][CH2:18][CH2:17]3)[C:9]=2[CH:8]=[CH:7][C:6]=1[O:22][CH2:23][CH:24]1[CH2:26][CH2:25]1)[CH3:3].[Cl:27][C:28]1[N:33]=[C:32]([CH:34]=O)[CH:31]=[CH:30][CH:29]=1.C(O[BH-](OC(=O)C)OC(=O)C)(=O)C.[Na+].C(=O)(O)[O-].[Na+].[OH-].[Na+]. (2) Given the product [Cl:16][CH2:1][C:2]1[CH:11]=[CH:10][CH:9]=[C:8]([CH3:12])[C:3]=1[C:4]([O:6][CH3:7])=[O:5], predict the reactants needed to synthesize it. The reactants are: [CH3:1][C:2]1[CH:11]=[CH:10][CH:9]=[C:8]([CH3:12])[C:3]=1[C:4]([O:6][CH3:7])=[O:5].S(Cl)([Cl:16])(=O)=O.C([O-])(O)=O.[Na+]. (3) Given the product [C:50]([C:52]1[CH:57]=[CH:56][C:55]([C:58]2[CH:63]=[CH:62][CH:61]=[C:60]([NH:64][C:23]([C:18]3[C:19](=[O:22])[O:20][C:21]4[C:16]([CH:17]=3)=[CH:15][CH:14]=[CH:13][C:12]=4[O:11][CH3:10])=[O:25])[CH:59]=2)=[CH:54][C:53]=1[F:65])#[N:51], predict the reactants needed to synthesize it. The reactants are: CCN(C(C)C)C(C)C.[CH3:10][O:11][C:12]1[CH:13]=[CH:14][CH:15]=[C:16]2[C:21]=1[O:20][C:19](=[O:22])[C:18]([C:23]([OH:25])=O)=[CH:17]2.CN(C(ON1N=NC2C=CC=NC1=2)=[N+](C)C)C.F[P-](F)(F)(F)(F)F.[C:50]([C:52]1[CH:57]=[CH:56][C:55]([C:58]2[CH:63]=[CH:62][CH:61]=[C:60]([NH2:64])[CH:59]=2)=[CH:54][C:53]=1[F:65])#[N:51].